From a dataset of Reaction yield outcomes from USPTO patents with 853,638 reactions. Predict the reaction yield, written as a fraction of the theoretical maximum amount of product (1.0 means a 100% yield; for example, 0.34 means a 34% yield). The product is [Cl:13][C:12]1[N:11]2[N:14]=[C:15]([C:17]([O:19][CH2:20][CH3:21])=[O:18])[CH:16]=[C:10]2[N:9]=[C:8]([CH3:22])[C:7]=1[C@H:5]([OH:6])[C:4]([O:3][CH2:1][CH3:2])=[O:23]. The catalyst is C1(C)C=CC=CC=1.CCOC(C)=O. The reactants are [CH2:1]([O:3][C:4](=[O:23])[C:5]([C:7]1[C:8]([CH3:22])=[N:9][C:10]2[N:11]([N:14]=[C:15]([C:17]([O:19][CH2:20][CH3:21])=[O:18])[CH:16]=2)[C:12]=1[Cl:13])=[O:6])[CH3:2].CB1N2CCC[C@@H]2C(C2C=CC=CC=2)(C2C=CC=CC=2)O1.C1(C)C=CC=CC=1.C([O-])([O-])=O.[Na+].[Na+]. The yield is 0.750.